From a dataset of Forward reaction prediction with 1.9M reactions from USPTO patents (1976-2016). Predict the product of the given reaction. (1) Given the reactants [Cl:1][C:2]1[CH:3]=[C:4](OS(C(F)(F)F)(=O)=O)[CH:5]=[C:6]([Cl:32])[C:7]=1[CH2:8][C@@H:9]1[CH2:13][CH2:12][N:11]([N:14]2[CH2:19][CH2:18][CH:17]([O:20][Si:21]([CH:28]([CH3:30])[CH3:29])([CH:25]([CH3:27])[CH3:26])[CH:22]([CH3:24])[CH3:23])[CH2:16][CH2:15]2)[C:10]1=[O:31].[CH3:41][O:42][C:43]([C:45]1[CH:50]=[CH:49][C:48](B(O)O)=[CH:47][CH:46]=1)=[O:44].C(=O)([O-])[O-].[Na+].[Na+], predict the reaction product. The product is: [CH3:41][O:42][C:43]([C:45]1[CH:50]=[CH:49][C:48]([C:4]2[CH:5]=[C:6]([Cl:32])[C:7]([CH2:8][C@@H:9]3[CH2:13][CH2:12][N:11]([N:14]4[CH2:19][CH2:18][CH:17]([O:20][Si:21]([CH:22]([CH3:24])[CH3:23])([CH:28]([CH3:29])[CH3:30])[CH:25]([CH3:27])[CH3:26])[CH2:16][CH2:15]4)[C:10]3=[O:31])=[C:2]([Cl:1])[CH:3]=2)=[CH:47][CH:46]=1)=[O:44]. (2) Given the reactants [Cl:1][C:2]1[CH:7]=[CH:6][N:5]=[C:4]2[N:8]([S:12]([C:15]3[CH:21]=[CH:20][C:18]([CH3:19])=[CH:17][CH:16]=3)(=[O:14])=[O:13])[C:9](I)=[CH:10][C:3]=12.CC1(C)C(C)(C)OB([C:30]2[CH2:31][N:32]([C:35]([O:37][C:38]([CH3:41])([CH3:40])[CH3:39])=[O:36])[CH2:33][CH:34]=2)O1.C(=O)([O-])[O-].[Na+].[Na+], predict the reaction product. The product is: [Cl:1][C:2]1[CH:7]=[CH:6][N:5]=[C:4]2[N:8]([S:12]([C:15]3[CH:21]=[CH:20][C:18]([CH3:19])=[CH:17][CH:16]=3)(=[O:14])=[O:13])[C:9]([C:34]3[CH2:33][N:32]([C:35]([O:37][C:38]([CH3:41])([CH3:40])[CH3:39])=[O:36])[CH2:31][CH:30]=3)=[CH:10][C:3]=12. (3) Given the reactants [C:1]([NH:6][C@H:7]([C:29](O)=[O:30])[CH2:8][S:9][C:10]([C:23]1[CH:28]=[CH:27][CH:26]=[CH:25][CH:24]=1)([C:17]1[CH:22]=[CH:21][CH:20]=[CH:19][CH:18]=1)[C:11]1[CH:16]=[CH:15][CH:14]=[CH:13][CH:12]=1)(=[O:5])[CH:2]([CH3:4])[CH3:3].Cl.[C:33]([S:41][CH2:42][CH2:43][NH2:44])(=[O:40])[C:34]1[CH:39]=[CH:38][CH:37]=[CH:36][CH:35]=1, predict the reaction product. The product is: [C:1]([NH:6][C@H:7]([C:29]([NH:44][CH2:43][CH2:42][S:41][C:33](=[O:40])[C:34]1[CH:39]=[CH:38][CH:37]=[CH:36][CH:35]=1)=[O:30])[CH2:8][S:9][C:10]([C:17]1[CH:18]=[CH:19][CH:20]=[CH:21][CH:22]=1)([C:23]1[CH:24]=[CH:25][CH:26]=[CH:27][CH:28]=1)[C:11]1[CH:16]=[CH:15][CH:14]=[CH:13][CH:12]=1)(=[O:5])[CH:2]([CH3:4])[CH3:3]. (4) Given the reactants [Br:1][C:2]1[C:3]([OH:15])=[C:4]([O:13][CH3:14])[C:5]([N+:10]([O-])=O)=[C:6]([CH:9]=1)[CH:7]=[O:8], predict the reaction product. The product is: [NH2:10][C:5]1[C:4]([O:13][CH3:14])=[C:3]([OH:15])[C:2]([Br:1])=[CH:9][C:6]=1[CH:7]=[O:8]. (5) The product is: [CH3:16][O:17][C:18]1[C:23]([C:29]2[CH:30]=[CH:25][CH:26]=[C:27]([O:34][CH3:35])[C:28]=2[N+:31]([O-:33])=[O:32])=[N:22][CH:21]=[CH:20][N:19]=1. Given the reactants CC1(C)CCCC(C)(C)N1.C([Li])CCC.[CH3:16][O:17][C:18]1[CH:23]=[N:22][CH:21]=[CH:20][N:19]=1.Br[C:25]1[CH:30]=[CH:29][C:28]([N+:31]([O-:33])=[O:32])=[C:27]([O:34][CH3:35])[CH:26]=1.C(N(CC(O)=O)CC(O)=O)CN(CC(O)=O)CC(O)=O.C(=O)([O-])[O-].[K+].[K+], predict the reaction product. (6) Given the reactants [C:1]([C:6]1[CH:7]=[C:8]([Cl:28])[C:9]([N:19]2[CH2:24][CH2:23][CH:22]([C:25]([OH:27])=O)[CH2:21][CH2:20]2)=[N:10][C:11]=1[CH2:12][N:13]1[CH2:17][CH2:16][CH2:15][C:14]1=[O:18])(=[O:5])[CH2:2][CH2:3][CH3:4].CN(C(ON1N=NC2C=CC=CC1=2)=[N+](C)C)C.[B-](F)(F)(F)F.CCN(C(C)C)C(C)C.[C:60]1([CH2:66][S:67]([NH2:70])(=[O:69])=[O:68])[CH:65]=[CH:64][CH:63]=[CH:62][CH:61]=1, predict the reaction product. The product is: [CH2:66]([S:67]([NH:70][C:25]([CH:22]1[CH2:23][CH2:24][N:19]([C:9]2[C:8]([Cl:28])=[CH:7][C:6]([C:1](=[O:5])[CH2:2][CH2:3][CH3:4])=[C:11]([CH2:12][N:13]3[CH2:17][CH2:16][CH2:15][C:14]3=[O:18])[N:10]=2)[CH2:20][CH2:21]1)=[O:27])(=[O:69])=[O:68])[C:60]1[CH:65]=[CH:64][CH:63]=[CH:62][CH:61]=1. (7) Given the reactants [F:1][C:2]1[CH:7]=[C:6]([F:8])[CH:5]=[CH:4][C:3]=1[C@:9]12[CH2:17][O:16][C@H:15]([CH2:18][F:19])[C@H:14]1[CH2:13][S:12][C:11]([NH2:20])=[N:10]2.S(=O)(=O)(O)O.C1C(=O)N([Br:33])C(=O)C1.[OH-].[Na+], predict the reaction product. The product is: [Br:33][C:5]1[C:6]([F:8])=[CH:7][C:2]([F:1])=[C:3]([C@:9]23[CH2:17][O:16][C@H:15]([CH2:18][F:19])[C@H:14]2[CH2:13][S:12][C:11]([NH2:20])=[N:10]3)[CH:4]=1. (8) Given the reactants [C:1]([C:3]1[CH:4]=[C:5]([S:9](Cl)(=[O:11])=[O:10])[CH:6]=[CH:7][CH:8]=1)#[N:2].C(N(CC)CC)C.[NH:20]1[CH2:25][CH2:24][CH2:23][CH2:22][CH2:21]1, predict the reaction product. The product is: [N:20]1([S:9]([C:5]2[CH:4]=[C:3]([CH:8]=[CH:7][CH:6]=2)[C:1]#[N:2])(=[O:11])=[O:10])[CH2:25][CH2:24][CH2:23][CH2:22][CH2:21]1.